Dataset: Full USPTO retrosynthesis dataset with 1.9M reactions from patents (1976-2016). Task: Predict the reactants needed to synthesize the given product. (1) The reactants are: Cl.[CH3:2][O:3][C:4]1[CH:9]=[CH:8][C:7]([NH:10]N)=[CH:6][CH:5]=1.[CH3:12][CH:13]([CH3:17])[C:14](=O)[CH3:15]. Given the product [CH3:2][O:3][C:4]1[CH:9]=[C:8]2[C:7](=[CH:6][CH:5]=1)[N:10]=[C:14]([CH3:15])[C:13]2([CH3:17])[CH3:12], predict the reactants needed to synthesize it. (2) Given the product [CH2:20]([C:19]([C:16]1[CH:17]=[CH:18][C:13]([C:10]2[CH:11]=[CH:12][C:7]([CH2:6][C:5]([OH:45])=[O:4])=[C:8]([F:44])[CH:9]=2)=[C:14]([CH3:43])[CH:15]=1)([C:22]1[CH:27]=[CH:26][C:25]([C:28]#[C:29][C:30]([OH:39])([C:35]([F:36])([F:37])[F:38])[C:31]([F:33])([F:34])[F:32])=[C:24]([CH3:40])[CH:23]=1)[CH2:41][CH3:42])[CH3:21], predict the reactants needed to synthesize it. The reactants are: [OH-].[Na+].C[O:4][C:5](=[O:45])[CH2:6][C:7]1[CH:12]=[CH:11][C:10]([C:13]2[CH:18]=[CH:17][C:16]([C:19]([CH2:41][CH3:42])([C:22]3[CH:27]=[CH:26][C:25]([C:28]#[C:29][C:30]([OH:39])([C:35]([F:38])([F:37])[F:36])[C:31]([F:34])([F:33])[F:32])=[C:24]([CH3:40])[CH:23]=3)[CH2:20][CH3:21])=[CH:15][C:14]=2[CH3:43])=[CH:9][C:8]=1[F:44].[Cl-].[NH4+]. (3) Given the product [Cl:14][C:15]1[CH:20]=[CH:19][C:18]([O:21][CH3:22])=[C:17]([C:8]2[CH:13]=[CH:12][N:11]=[CH:10][CH:9]=2)[CH:16]=1, predict the reactants needed to synthesize it. The reactants are: [Br-].B(O)O.O.Cl.Br[C:8]1[CH:13]=[CH:12][N:11]=[CH:10][CH:9]=1.[Cl:14][C:15]1[CH:16]=[C:17](B(O)O)[C:18]([O:21][CH3:22])=[CH:19][CH:20]=1. (4) The reactants are: [N+:1]([C:4]1[CH:9]=[CH:8][CH:7]=[CH:6][N+:5]=1[O-])([O-:3])=[O:2].CS(OS(C)(=O)=O)(=O)=O.N1C2C=CC=CC=2NC=1.C(N(C(C)C)C(C)C)C.CN(C1C=CC=CN=1)C. Given the product [N+:1]([C:4]1[CH:9]=[CH:8][CH:7]=[CH:6][N:5]=1)([O-:3])=[O:2], predict the reactants needed to synthesize it. (5) Given the product [F:15][C:10]1[CH:9]=[C:8]2[C:13]([CH:14]=[C:5]([C:3]3[N:24]=[C:21]4[N:22]=[CH:23][C:18]([F:17])=[CH:19][N:20]4[CH:2]=3)[C:6](=[O:16])[O:7]2)=[CH:12][CH:11]=1, predict the reactants needed to synthesize it. The reactants are: Br[CH2:2][C:3]([C:5]1[C:6](=[O:16])[O:7][C:8]2[C:13]([CH:14]=1)=[CH:12][CH:11]=[C:10]([F:15])[CH:9]=2)=O.[F:17][C:18]1[CH:19]=[N:20][C:21]([NH2:24])=[N:22][CH:23]=1.